This data is from Reaction yield outcomes from USPTO patents with 853,638 reactions. The task is: Predict the reaction yield, written as a fraction of the theoretical maximum amount of product (1.0 means a 100% yield; for example, 0.34 means a 34% yield). The reactants are [F:1][C:2]([P:8]([C:13]([F:19])([F:18])[C:14]([F:17])([F:16])[F:15])(=[O:12])[O:9]CC)([F:7])[C:3]([F:6])([F:5])[F:4].[CH2:20]([P:24]([CH2:29][CH2:30][CH2:31][CH3:32])[CH2:25][CH2:26][CH2:27][CH3:28])[CH2:21][CH2:22][CH3:23]. The catalyst is CCCCCC. The yield is 0.890. The product is [F:7][C:2]([P:8]([C:13]([F:18])([F:19])[C:14]([F:17])([F:16])[F:15])(=[O:9])[O-:12])([F:1])[C:3]([F:6])([F:5])[F:4].[CH2:29]([P+:24]([CH2:20][CH2:21][CH2:22][CH3:23])([CH2:25][CH2:26][CH2:27][CH3:28])[CH2:2][CH3:3])[CH2:30][CH2:31][CH3:32].